This data is from Full USPTO retrosynthesis dataset with 1.9M reactions from patents (1976-2016). The task is: Predict the reactants needed to synthesize the given product. (1) Given the product [C:1]([O:5][C:6]([N:8]1[CH2:12][C@@H:11]([CH2:13][N:14]([CH:31]([CH3:32])[CH3:33])[C:15](=[O:30])[C:16]2[CH:21]=[CH:20][C:19]([O:22][CH3:23])=[C:18]([O:24][CH2:25][CH2:26][CH2:27][O:28][CH3:29])[CH:17]=2)[C@H:10]([CH2:34][CH:35]([C:38]([OH:40])=[O:39])[CH2:36][CH3:37])[CH2:9]1)=[O:7])([CH3:2])([CH3:4])[CH3:3], predict the reactants needed to synthesize it. The reactants are: [C:1]([O:5][C:6]([N:8]1[CH2:12][C@@H:11]([CH2:13][N:14]([CH:31]([CH3:33])[CH3:32])[C:15](=[O:30])[C:16]2[CH:21]=[CH:20][C:19]([O:22][CH3:23])=[C:18]([O:24][CH2:25][CH2:26][CH2:27][O:28][CH3:29])[CH:17]=2)[C@H:10]([CH2:34][CH:35]([C:38]([O:40]CC)=[O:39])[CH2:36][CH3:37])[CH2:9]1)=[O:7])([CH3:4])([CH3:3])[CH3:2].CC#N.O. (2) Given the product [CH3:16][O:15][C:3]1[C:4]2[C:9](=[CH:8][CH:7]=[CH:6][CH:5]=2)[C:10]([N+:12]([O-:14])=[O:13])=[CH:11][C:2]=1[C:20]#[C:19][CH2:18][CH2:17][OH:21], predict the reactants needed to synthesize it. The reactants are: I[C:2]1[CH:11]=[C:10]([N+:12]([O-:14])=[O:13])[C:9]2[C:4](=[CH:5][CH:6]=[CH:7][CH:8]=2)[C:3]=1[O:15][CH3:16].[CH2:17]([OH:21])[CH2:18][C:19]#[CH:20]. (3) Given the product [CH:32]1([C:2]2[N:31]=[CH:30][C:5]3[N:6]=[C:7]4[CH2:12][C@H:11]([C:13]5[CH:18]=[C:17]([F:19])[C:16]([F:20])=[CH:15][C:14]=5[F:21])[C@@H:10]([NH:22][C:23](=[O:29])[O:24][C:25]([CH3:27])([CH3:28])[CH3:26])[CH2:9][N:8]4[C:4]=3[CH:3]=2)[CH2:34][CH2:33]1, predict the reactants needed to synthesize it. The reactants are: Cl[C:2]1[N:31]=[CH:30][C:5]2[N:6]=[C:7]3[CH2:12][C@H:11]([C:13]4[CH:18]=[C:17]([F:19])[C:16]([F:20])=[CH:15][C:14]=4[F:21])[C@@H:10]([NH:22][C:23](=[O:29])[O:24][C:25]([CH3:28])([CH3:27])[CH3:26])[CH2:9][N:8]3[C:4]=2[CH:3]=1.[CH:32]1(B(O)O)[CH2:34][CH2:33]1.C(=O)([O-])[O-].[K+].[K+]. (4) The reactants are: [CH3:1][O:2][C:3]1[C:8]([NH2:9])=[CH:7][C:6]([C:10]#[C:11][C:12]2[C:13]([CH3:24])=[N:14][CH:15]=[N:16][C:17]=2[N:18]2[CH2:23][CH2:22][O:21][CH2:20][CH2:19]2)=[CH:5][N:4]=1.[S:25]1[CH:29]=[CH:28][CH:27]=[C:26]1[S:30](Cl)(=[O:32])=[O:31].N1C=CC=CC=1.O. Given the product [CH3:1][O:2][C:3]1[C:8]([NH:9][S:30]([C:26]2[S:25][CH:29]=[CH:28][CH:27]=2)(=[O:32])=[O:31])=[CH:7][C:6]([C:10]#[C:11][C:12]2[C:13]([CH3:24])=[N:14][CH:15]=[N:16][C:17]=2[N:18]2[CH2:19][CH2:20][O:21][CH2:22][CH2:23]2)=[CH:5][N:4]=1, predict the reactants needed to synthesize it.